Dataset: Reaction yield outcomes from USPTO patents with 853,638 reactions. Task: Predict the reaction yield, written as a fraction of the theoretical maximum amount of product (1.0 means a 100% yield; for example, 0.34 means a 34% yield). (1) The reactants are [CH2:1]([N:8]1[C:12]2[CH:13]=[CH:14][CH:15]=[C:16]([OH:17])[C:11]=2[NH:10][C:9]1=[O:18])[C:2]1[CH:7]=[CH:6][CH:5]=[CH:4][CH:3]=1.[CH:19]([N:32]1[CH2:35][CH:34](O)[CH2:33]1)([C:26]1[CH:31]=[CH:30][CH:29]=[CH:28][CH:27]=1)[C:20]1[CH:25]=[CH:24][CH:23]=[CH:22][CH:21]=1.C1(P(C2C=CC=CC=2)C2C=CC=CC=2)C=CC=CC=1.N(C(OC(C)C)=O)=NC(OC(C)C)=O. The catalyst is C1COCC1. The product is [CH:19]([N:32]1[CH2:35][CH:34]([O:17][C:16]2[C:11]3[NH:10][C:9](=[O:18])[N:8]([CH2:1][C:2]4[CH:3]=[CH:4][CH:5]=[CH:6][CH:7]=4)[C:12]=3[CH:13]=[CH:14][CH:15]=2)[CH2:33]1)([C:26]1[CH:27]=[CH:28][CH:29]=[CH:30][CH:31]=1)[C:20]1[CH:21]=[CH:22][CH:23]=[CH:24][CH:25]=1. The yield is 0.395. (2) The reactants are [C:1]([O:5][C:6]([N:8]([CH2:17][CH2:18][C:19]([OH:21])=O)[CH2:9][CH2:10][CH:11]1[CH2:16][CH2:15][CH2:14][CH2:13][CH2:12]1)=[O:7])([CH3:4])([CH3:3])[CH3:2].C[N:23]1CCOCC1.ClC(OCC(C)C)=O.N. The catalyst is O1CCCC1.C(Cl)(Cl)Cl. The product is [C:1]([O:5][C:6]([N:8]([CH2:17][CH2:18][C:19]([NH2:23])=[O:21])[CH2:9][CH2:10][CH:11]1[CH2:16][CH2:15][CH2:14][CH2:13][CH2:12]1)=[O:7])([CH3:4])([CH3:3])[CH3:2]. The yield is 0.580. (3) The yield is 1.00. The product is [CH:1]1([CH2:4][NH:5][C:7]2[CH:12]=[CH:11][N:10]=[C:9]([NH2:13])[N:8]=2)[CH2:3][CH2:2]1. The reactants are [CH:1]1([CH2:4][NH2:5])[CH2:3][CH2:2]1.Cl[C:7]1[CH:12]=[CH:11][N:10]=[C:9]([NH2:13])[N:8]=1. The catalyst is C(O)C. (4) The reactants are [Br:1][C:2]1[CH:10]=[C:9]([N+:11]([O-:13])=[O:12])[CH:8]=[CH:7][C:3]=1[C:4]([OH:6])=[O:5].C(C1NC=CN=1)(C1NC=CN=1)=O.[C:26](O)([CH3:29])([CH3:28])[CH3:27].C1CCN2C(=NCCC2)CC1. The catalyst is CCOCC. The product is [Br:1][C:2]1[CH:10]=[C:9]([N+:11]([O-:13])=[O:12])[CH:8]=[CH:7][C:3]=1[C:4]([O:6][C:26]([CH3:29])([CH3:28])[CH3:27])=[O:5]. The yield is 0.690. (5) The reactants are C([O:3][C:4](=[O:34])[CH2:5][N:6]1[CH2:11][C:10]2[CH:12]=[C:13](/[CH:16]=[CH:17]/[C:18](=[O:32])[N:19]([CH3:31])[CH2:20][C:21]3[S:25][C:24]4[CH:26]=[CH:27][CH:28]=[CH:29][C:23]=4[C:22]=3[CH3:30])[CH:14]=[N:15][C:9]=2[NH:8][C:7]1=[O:33])C.C(OC(=O)CN1CC2C=C(/C=C/C(=O)N(C)CC3N(C)C4C(C=3)=CC=CC=4)C=NC=2NC1=O)C. No catalyst specified. The product is [CH3:31][N:19]([CH2:20][C:21]1[S:25][C:24]2[CH:26]=[CH:27][CH:28]=[CH:29][C:23]=2[C:22]=1[CH3:30])[C:18](/[CH:17]=[CH:16]/[C:13]1[CH:14]=[N:15][C:9]2[NH:8][C:7](=[O:33])[N:6]([CH2:5][C:4]([OH:34])=[O:3])[CH2:11][C:10]=2[CH:12]=1)=[O:32]. The yield is 0.890. (6) The reactants are CN1CCN(C2C=CC(NC3C4N(N=CN=4)C(C4C=C(C(N)=O)SC=4)=CN=3)=CC=2)CC1.[Br:32][C:33]1[N:38]2[N:39]=[CH:40][N:41]=[C:37]2[C:36](Br)=[N:35][CH:34]=1.[F:43][C:44]1[CH:45]=[C:46]([NH2:56])[CH:47]=[CH:48][C:49]=1[N:50]1[CH2:55][CH2:54][O:53][CH2:52][CH2:51]1.CCN(C(C)C)C(C)C. The catalyst is CC(O)C. The product is [Br:32][C:33]1[N:38]2[N:39]=[CH:40][N:41]=[C:37]2[C:36]([NH:56][C:46]2[CH:47]=[CH:48][C:49]([N:50]3[CH2:51][CH2:52][O:53][CH2:54][CH2:55]3)=[C:44]([F:43])[CH:45]=2)=[N:35][CH:34]=1. The yield is 0.980.